From a dataset of Merck oncology drug combination screen with 23,052 pairs across 39 cell lines. Regression. Given two drug SMILES strings and cell line genomic features, predict the synergy score measuring deviation from expected non-interaction effect. (1) Drug 1: CC1(c2nc3c(C(N)=O)cccc3[nH]2)CCCN1. Synergy scores: synergy=6.26. Drug 2: CCc1c2c(nc3ccc(O)cc13)-c1cc3c(c(=O)n1C2)COC(=O)C3(O)CC. Cell line: SKOV3. (2) Drug 1: O=C(CCCCCCC(=O)Nc1ccccc1)NO. Drug 2: CS(=O)(=O)CCNCc1ccc(-c2ccc3ncnc(Nc4ccc(OCc5cccc(F)c5)c(Cl)c4)c3c2)o1. Cell line: UWB1289. Synergy scores: synergy=2.38.